From a dataset of Catalyst prediction with 721,799 reactions and 888 catalyst types from USPTO. Predict which catalyst facilitates the given reaction. (1) Reactant: [C:1]([N:9]=[C:10]=[S:11])(=[O:8])[C:2]1[CH:7]=[CH:6][CH:5]=[CH:4][CH:3]=1.[F:12][C:13]1[CH:14]=[N:15][C:16]([N:19]2[CH2:26][CH:25]3[C:21]([C:27]4[CH:28]=[N:29][CH:30]=[CH:31][CH:32]=4)([NH:22][O:23][CH2:24]3)[CH2:20]2)=[N:17][CH:18]=1. Product: [F:12][C:13]1[CH:18]=[N:17][C:16]([N:19]2[CH2:26][CH:25]3[C:21]([C:27]4[CH:28]=[N:29][CH:30]=[CH:31][CH:32]=4)([N:22]([C:10]([NH:9][C:1](=[O:8])[C:2]4[CH:7]=[CH:6][CH:5]=[CH:4][CH:3]=4)=[S:11])[O:23][CH2:24]3)[CH2:20]2)=[N:15][CH:14]=1. The catalyst class is: 7. (2) Reactant: Cl.C(N=C=NCCCN(C)C)C.O.ON1C2C=CC=CC=2N=N1.[C:24]([C:32]1[CH:50]=[CH:49][C:35]2[N:36]=[C:37]([C:39]3[C:40]([CH3:48])=[C:41]([C:45]([OH:47])=O)[NH:42][C:43]=3[CH3:44])[NH:38][C:34]=2[CH:33]=1)(=[O:31])[C:25]1[CH:30]=[CH:29][CH:28]=[CH:27][CH:26]=1.[CH3:51][N:52]([CH3:57])[CH2:53][CH2:54][NH:55]C. Product: [CH3:51][N:52]([CH3:57])[CH2:53][CH2:54][NH:55][C:45]([C:41]1[NH:42][C:43]([CH3:44])=[C:39]([C:37]2[NH:38][C:34]3[CH:33]=[C:32]([C:24](=[O:31])[C:25]4[CH:30]=[CH:29][CH:28]=[CH:27][CH:26]=4)[CH:50]=[CH:49][C:35]=3[N:36]=2)[C:40]=1[CH3:48])=[O:47]. The catalyst class is: 17.